Dataset: Reaction yield outcomes from USPTO patents with 853,638 reactions. Task: Predict the reaction yield, written as a fraction of the theoretical maximum amount of product (1.0 means a 100% yield; for example, 0.34 means a 34% yield). The reactants are [Cl:1][C:2]1[N:7]=[C:6]([CH2:8][C:9]([C:11]2[CH:12]=[C:13]([CH:25]=[CH:26][CH:27]=2)[C:14]([NH:16][C:17]2[C:22]([F:23])=[CH:21][CH:20]=[CH:19][C:18]=2[F:24])=[O:15])=O)[CH:5]=[CH:4][N:3]=1.C1C(=O)N(Br)C(=O)C1.[NH2:36][C:37]1[C:42]([F:43])=[CH:41][CH:40]=[CH:39][N:38]=1.CCOCC. The catalyst is C(Cl)Cl.CCOC(C)=O.C([O-])(O)=O.[Na+]. The product is [Cl:1][C:2]1[N:7]=[C:6]([C:8]2[N:38]3[CH:39]=[CH:40][CH:41]=[C:42]([F:43])[C:37]3=[N:36][C:9]=2[C:11]2[CH:12]=[C:13]([CH:25]=[CH:26][CH:27]=2)[C:14]([NH:16][C:17]2[C:22]([F:23])=[CH:21][CH:20]=[CH:19][C:18]=2[F:24])=[O:15])[CH:5]=[CH:4][N:3]=1. The yield is 0.320.